This data is from Serine/threonine kinase 33 screen with 319,792 compounds. The task is: Binary Classification. Given a drug SMILES string, predict its activity (active/inactive) in a high-throughput screening assay against a specified biological target. (1) The compound is S(CCC(N1C(=O)c2c(C1=O)cccc2)C(OC1CCOC1=O)=O)C. The result is 0 (inactive). (2) The compound is Clc1c(c(C(=O)NCc2ccccc2)c(Cl)nc1C)C. The result is 0 (inactive). (3) The molecule is O1C(Cc2[nH]c(=O)c(cc2C1)C#N)CCC. The result is 0 (inactive). (4) The drug is O(CCOC(=O)C)c1nc(NCC)nc(NCC)n1. The result is 0 (inactive). (5) The compound is S(CC(=O)Nc1ccc(C(=O)N2CCCCC2)cc1)c1nc(c2occc2)cc(n1)C(F)(F)F. The result is 0 (inactive). (6) The result is 0 (inactive). The molecule is ON1C2(N=C3C1=CC=CC3=N)CCCCC2. (7) The compound is ClC1=C(Nc2cc(O)ccc2)C(=O)N(Cc2ccccc2)C1=O. The result is 0 (inactive). (8) The drug is S(Cc1cc(ccc1)C(F)(F)F)c1c(scc1)C(=O)Nc1c(F)cc(F)cc1. The result is 0 (inactive). (9) The molecule is S=C(N(C1CC(=O)N(C1=O)c1ccc(OC)cc1)CCc1cc(OC)c(OC)cc1)Nc1ccccc1. The result is 0 (inactive).